Dataset: Full USPTO retrosynthesis dataset with 1.9M reactions from patents (1976-2016). Task: Predict the reactants needed to synthesize the given product. (1) Given the product [Br:22][C:15]1[C:14]([N:34]2[C:33]3[CH:32]=[CH:31][CH:30]=[CH:29][C:28]=3[C:27]3[C:35]2=[CH:23][CH:24]=[CH:25][CH:26]=3)=[CH:19][C:18]([Br:20])=[C:17]([N:4]2[C:2]3[CH:3]=[CH:31][CH:30]=[CH:29][C:28]=3[C:27]3[C:26]2=[CH:25][CH:24]=[CH:23][CH:35]=3)[CH:16]=1, predict the reactants needed to synthesize it. The reactants are: N[CH:2]([NH2:4])[CH3:3].P([O-])([O-])([O-])=O.[K+].[K+].[K+].Br[C:14]1[CH:19]=[C:18]([Br:20])[C:17](Br)=[CH:16][C:15]=1[Br:22].[CH:23]1[C:35]2[NH:34][C:33]3[C:28](=[CH:29][CH:30]=[CH:31][CH:32]=3)[C:27]=2[CH:26]=[CH:25][CH:24]=1. (2) Given the product [O:18]1[CH2:19][CH2:20][N:15]([C:12]2[CH:11]=[CH:10][C:9]([C:7]3[S:8][C:4]([NH2:1])=[CH:5][N:6]=3)=[CH:14][CH:13]=2)[CH2:16][CH2:17]1, predict the reactants needed to synthesize it. The reactants are: [N+:1]([C:4]1[S:8][C:7]([C:9]2[CH:14]=[CH:13][C:12]([N:15]3[CH2:20][CH2:19][O:18][CH2:17][CH2:16]3)=[CH:11][CH:10]=2)=[N:6][CH:5]=1)([O-])=O. (3) The reactants are: [NH2:1][C:2]1[S:3][CH:4]=[C:5]([C:10]2[CH:15]=[CH:14][CH:13]=[CH:12][CH:11]=2)[C:6]=1[C:7]([NH2:9])=[O:8].[C:16](Cl)(=[O:19])[CH2:17][CH3:18].C[O-].[Na+].Cl. Given the product [C:10]1([C:5]2[C:6]([C:7]([NH2:9])=[O:8])=[C:2]([NH:1][C:16](=[O:19])[CH2:17][CH3:18])[S:3][CH:4]=2)[CH:11]=[CH:12][CH:13]=[CH:14][CH:15]=1, predict the reactants needed to synthesize it. (4) Given the product [Cl:1][C:2]1[N:7]=[C:6]([C:13]2[CH:14]=[CH:15][C:10]([F:9])=[C:11]([CH:12]=2)[CH:19]=[O:20])[CH:5]=[CH:4][N:3]=1, predict the reactants needed to synthesize it. The reactants are: [Cl:1][C:2]1[N:7]=[C:6](Cl)[CH:5]=[CH:4][N:3]=1.[F:9][C:10]1[CH:15]=[CH:14][C:13](B(O)O)=[CH:12][C:11]=1[CH:19]=[O:20]. (5) Given the product [CH3:21][O:22][C:23]1[CH:24]=[C:25]([CH:26]=[CH:27][C:28]=1[O:29][CH3:30])[CH2:31][N:15]1[CH2:16][C:17](=[O:18])[N:13]([C:11]2[CH:10]=[N:9][N:8]([CH2:7][C:6]3[C:2]([CH3:1])=[N:3][O:4][C:5]=3[CH3:20])[CH:12]=2)[C:14]1=[O:19], predict the reactants needed to synthesize it. The reactants are: [CH3:1][C:2]1[C:6]([CH2:7][N:8]2[CH:12]=[C:11]([N:13]3[C:17](=[O:18])[CH2:16][NH:15][C:14]3=[O:19])[CH:10]=[N:9]2)=[C:5]([CH3:20])[O:4][N:3]=1.[CH3:21][O:22][C:23]1[CH:24]=[C:25]([CH2:31]O)[CH:26]=[CH:27][C:28]=1[O:29][CH3:30].C(P(CCCC)CCCC)CCC.